Dataset: Full USPTO retrosynthesis dataset with 1.9M reactions from patents (1976-2016). Task: Predict the reactants needed to synthesize the given product. (1) The reactants are: [NH2:1][CH:2]([C:6]1[CH:11]=[CH:10][C:9]([Cl:12])=[CH:8][CH:7]=1)[C:3]([NH2:5])=[O:4].O=[C:14]1[CH2:19][CH2:18][N:17]([C:20]([O:22][C:23]([CH3:26])([CH3:25])[CH3:24])=[O:21])[CH2:16][CH2:15]1. Given the product [Cl:12][C:9]1[CH:10]=[CH:11][C:6]([CH:2]2[C:3](=[O:4])[NH:5][C:14]3([CH2:19][CH2:18][N:17]([C:20]([O:22][C:23]([CH3:26])([CH3:25])[CH3:24])=[O:21])[CH2:16][CH2:15]3)[NH:1]2)=[CH:7][CH:8]=1, predict the reactants needed to synthesize it. (2) Given the product [F:19][C:18]([F:20])([F:21])[C:15]1[CH:16]=[CH:17][C:12]([CH2:11][C@H:10]2[CH2:9][CH2:5][C:4](=[O:3])[N:22]2[C:23]([O:24][C:25]([CH3:28])([CH3:27])[CH3:26])=[O:29])=[CH:13][CH:14]=1, predict the reactants needed to synthesize it. The reactants are: CC1(C)OC(=O)[CH:5]([CH2:9][C@@H:10]([NH:22][C:23](=[O:29])[O:24][C:25]([CH3:28])([CH3:27])[CH3:26])[CH2:11][C:12]2[CH:17]=[CH:16][C:15]([C:18]([F:21])([F:20])[F:19])=[CH:14][CH:13]=2)[C:4](=O)[O:3]1.CCCCCC. (3) Given the product [CH3:7][O:6][C:5]1[CH:4]=[C:3]([CH:11]=[CH:10][C:8]=1[O:9][C:12]1[CH:17]=[CH:16][CH:15]=[CH:14][CH:13]=1)[CH:2]=[O:1], predict the reactants needed to synthesize it. The reactants are: [O:1]=[CH:2][C:3]1[CH:11]=[CH:10][C:8]([OH:9])=[C:5]([O:6][CH3:7])[CH:4]=1.[C:12]1(B(O)O)[CH:17]=[CH:16][CH:15]=[CH:14][CH:13]=1.C(N(CC)CC)C.